Predict the reaction yield, written as a fraction of the theoretical maximum amount of product (1.0 means a 100% yield; for example, 0.34 means a 34% yield). From a dataset of Reaction yield outcomes from USPTO patents with 853,638 reactions. (1) The reactants are I[C:2]1[CH:7]=[CH:6][C:5]([N+:8]([O-:10])=[O:9])=[CH:4][CH:3]=1.C[Sn](C)C.C[Sn](C)C.Cl.[CH3:20][N:21]1[CH2:26][CH2:25][CH:24]([C:27](Cl)=[O:28])[CH2:23][CH2:22]1. The catalyst is CN(C=O)C.C([Pd](Cl)Cl)C=C. The product is [CH3:20][N:21]1[CH2:26][CH2:25][CH:24]([C:27]([C:2]2[CH:7]=[CH:6][C:5]([N+:8]([O-:10])=[O:9])=[CH:4][CH:3]=2)=[O:28])[CH2:23][CH2:22]1. The yield is 0.410. (2) The reactants are CS[C:3]([N:14]1[CH2:18][CH:17]([C:19]2[CH:24]=[CH:23][CH:22]=[CH:21][CH:20]=2)[C:16]([C:25]2[CH:30]=[CH:29][C:28]([Cl:31])=[CH:27][CH:26]=2)=[N:15]1)=[N:4][S:5]([N:8]1[CH2:13][CH2:12][CH2:11][CH2:10][CH2:9]1)(=[O:7])=[O:6].[CH3:32][NH2:33]. The catalyst is CO. The product is [Cl:31][C:28]1[CH:29]=[CH:30][C:25]([C:16]2[CH:17]([C:19]3[CH:24]=[CH:23][CH:22]=[CH:21][CH:20]=3)[CH2:18][N:14]([C:3]([NH:33][CH3:32])=[N:4][S:5]([N:8]3[CH2:13][CH2:12][CH2:11][CH2:10][CH2:9]3)(=[O:7])=[O:6])[N:15]=2)=[CH:26][CH:27]=1. The yield is 0.810.